Dataset: Catalyst prediction with 721,799 reactions and 888 catalyst types from USPTO. Task: Predict which catalyst facilitates the given reaction. Reactant: C1C2C(=CC=CC=2)C=CC=1.[Na].[F:12][C:13]1[CH:21]=[CH:20][CH:19]=[C:18]([NH:22][C:23]2[C:24]3[CH:53]=[CH:52][N:51](S(C4C=CC(C)=CC=4)(=O)=O)[C:25]=3[N:26]=[C:27]([NH:29][C:30]3[CH:38]=[C:37]4[C:33]([CH2:34][CH2:35][N:36]4S(C4C=CC(C)=CC=4)(=O)=O)=[CH:32][C:31]=3[O:49][CH3:50])[N:28]=2)[C:14]=1[C:15]([NH2:17])=[O:16].O. Product: [F:12][C:13]1[CH:21]=[CH:20][CH:19]=[C:18]([NH:22][C:23]2[N:28]=[C:27]([NH:29][C:30]3[CH:38]=[C:37]4[C:33]([CH2:34][CH2:35][NH:36]4)=[CH:32][C:31]=3[O:49][CH3:50])[NH:26][C:25]3=[N:51][CH:52]=[CH:53][C:24]=23)[C:14]=1[C:15]([NH2:17])=[O:16]. The catalyst class is: 1.